Dataset: Full USPTO retrosynthesis dataset with 1.9M reactions from patents (1976-2016). Task: Predict the reactants needed to synthesize the given product. (1) Given the product [OH:1][B:2]1[C:6]2[CH:7]=[C:8]([O:12][C:13]3[CH:18]=[N:17][CH:16]=[CH:15][N:14]=3)[CH:9]=[C:10]([OH:11])[C:5]=2[CH:4]([CH2:19][C:20]([OH:22])=[O:21])[O:3]1, predict the reactants needed to synthesize it. The reactants are: [OH:1][B:2]1[C:6]2[CH:7]=[C:8]([O:12][C:13]3[CH:18]=[N:17][CH:16]=[CH:15][N:14]=3)[CH:9]=[C:10]([OH:11])[C:5]=2[CH:4]([CH2:19][C:20]([O:22]CC)=[O:21])[O:3]1.[OH-].[Li+].Cl. (2) Given the product [CH3:34][CH2:33][O:32][C:30]([NH:17][C:3]1[CH:4]=[CH:5][C:6]([NH:8][CH2:9][C:10]2[CH:15]=[CH:14][C:13]([F:16])=[CH:12][CH:11]=2)=[CH:7][C:2]=1[NH2:1])=[O:31], predict the reactants needed to synthesize it. The reactants are: [NH2:1][C:2]1[CH:7]=[C:6]([NH:8][CH2:9][C:10]2[CH:15]=[CH:14][C:13]([F:16])=[CH:12][CH:11]=2)[CH:5]=[CH:4][C:3]=1[N+:17]([O-])=O.C(N(C(C)C)CC)(C)C.Cl[C:30]([O:32][CH2:33][CH3:34])=[O:31].O. (3) Given the product [N:21]([CH:6]1[CH2:9][C:8]2([CH2:13][CH2:12][N:11]([C:14]([O:16][C:17]([CH3:20])([CH3:19])[CH3:18])=[O:15])[CH2:10]2)[CH2:7]1)=[N+:22]=[N-:23], predict the reactants needed to synthesize it. The reactants are: CS(O[CH:6]1[CH2:9][C:8]2([CH2:13][CH2:12][N:11]([C:14]([O:16][C:17]([CH3:20])([CH3:19])[CH3:18])=[O:15])[CH2:10]2)[CH2:7]1)(=O)=O.[N-:21]=[N+:22]=[N-:23].[Na+]. (4) Given the product [CH2:1]([O:5][C:6]1[C:15]2[C:10](=[CH:11][CH:12]=[C:13]([CH2:16][OH:17])[CH:14]=2)[C:9](=[O:19])[N:8]([CH2:20][C:21]([CH3:24])([CH3:23])[CH3:22])[C:7]=1[CH2:25][NH:26][C:27](=[O:28])[O:29][C:30]([CH3:33])([CH3:32])[CH3:31])[CH2:2][CH2:3][CH3:4], predict the reactants needed to synthesize it. The reactants are: [CH2:1]([O:5][C:6]1[C:15]2[C:10](=[CH:11][CH:12]=[C:13]([C:16](O)=[O:17])[CH:14]=2)[C:9](=[O:19])[N:8]([CH2:20][C:21]([CH3:24])([CH3:23])[CH3:22])[C:7]=1[CH2:25][NH:26][C:27]([O:29][C:30]([CH3:33])([CH3:32])[CH3:31])=[O:28])[CH2:2][CH2:3][CH3:4].CN1CCOCC1.ClC(OCC)=O.[BH4-].[Na+]. (5) The reactants are: [N:1]1[O:2][N:3]=[C:4]2[CH:9]=[C:8]([C:10](=[O:17])[C:11]#[C:12][C:13](O)([CH3:15])[CH3:14])[CH:7]=[CH:6][C:5]=12.C(NCC)C.C([OH:25])C. Given the product [N:1]1[O:2][N:3]=[C:4]2[CH:9]=[C:8]([C:10]3[O:17][C:13]([CH3:14])([CH3:15])[C:12](=[O:25])[CH:11]=3)[CH:7]=[CH:6][C:5]=12, predict the reactants needed to synthesize it. (6) Given the product [CH3:27][C:28]1[C:29]([C:33]([N:22]2[CH2:23][CH2:24][C:25]3[N:26]=[C:18]([C:15]4[CH:14]=[CH:13][C:12]([O:11][C@H:9]5[CH2:8][C@H:7]([N:1]6[CH2:6][CH2:5][CH2:4][CH2:3][CH2:2]6)[CH2:10]5)=[CH:17][CH:16]=4)[S:19][C:20]=3[CH2:21]2)=[O:34])=[N:30][NH:31][N:32]=1, predict the reactants needed to synthesize it. The reactants are: [N:1]1([C@H:7]2[CH2:10][C@H:9]([O:11][C:12]3[CH:17]=[CH:16][C:15]([C:18]4[S:19][C:20]5[CH2:21][NH:22][CH2:23][CH2:24][C:25]=5[N:26]=4)=[CH:14][CH:13]=3)[CH2:8]2)[CH2:6][CH2:5][CH2:4][CH2:3][CH2:2]1.[CH3:27][C:28]1[C:29]([C:33](O)=[O:34])=[N:30][NH:31][N:32]=1.OC1C2N=NNC=2C=CC=1.Cl.CN(C)CCCN=C=NCC.C(N(CC)CC)C.